From a dataset of Forward reaction prediction with 1.9M reactions from USPTO patents (1976-2016). Predict the product of the given reaction. (1) Given the reactants [OH:1][C:2]1[CH:11]=[C:10]2[C:5]([CH:6]=[CH:7][C:8](=[O:30])[N:9]2[CH2:12][CH2:13][C:14]23[CH2:21][CH2:20][C:17]([NH:22][C:23](=[O:29])[O:24][C:25]([CH3:28])([CH3:27])[CH3:26])([CH2:18][CH2:19]2)[CH2:16][O:15]3)=[N:4][CH:3]=1.Br[CH2:32][CH2:33][CH2:34][O:35][CH:36]1[CH2:41][CH2:40][CH2:39][CH2:38][O:37]1, predict the reaction product. The product is: [O:30]=[C:8]1[CH:7]=[CH:6][C:5]2[C:10](=[CH:11][C:2]([O:1][CH2:32][CH2:33][CH2:34][O:35][CH:36]3[CH2:41][CH2:40][CH2:39][CH2:38][O:37]3)=[CH:3][N:4]=2)[N:9]1[CH2:12][CH2:13][C:14]12[CH2:19][CH2:18][C:17]([NH:22][C:23](=[O:29])[O:24][C:25]([CH3:27])([CH3:26])[CH3:28])([CH2:20][CH2:21]1)[CH2:16][O:15]2. (2) Given the reactants [CH3:1][CH2:2][O:3][C:4]([C:6]1[N:16]=[CH:15][N:14]2[C:7]=1[CH2:8][NH:9][C:10]([C:12]1[CH:20]=[C:19]([F:21])[CH:18]=[CH:17][C:13]=12)=[O:11])=[O:5].[CH3:22]N(C)C=O.[OH-].[K+].C([O-])=O.[NH4+], predict the reaction product. The product is: [CH3:1][CH2:2][O:3][C:4]([C:6]1[N:16]=[CH:15][N:14]2[C:7]=1[CH2:8][N:9]([CH3:22])[C:10]([C:12]1[CH:20]=[C:19]([F:21])[CH:18]=[CH:17][C:13]=12)=[O:11])=[O:5]. (3) Given the reactants [NH:1]([CH2:5][CH2:6][OH:7])[CH2:2][CH2:3][OH:4].[CH3:8][O:9][C:10]1[CH:17]=[CH:16][C:13]([CH2:14]Cl)=[CH:12][CH:11]=1, predict the reaction product. The product is: [OH:4][CH2:3][CH2:2][N:1]([CH2:14][C:13]1[CH:16]=[CH:17][C:10]([O:9][CH3:8])=[CH:11][CH:12]=1)[CH2:5][CH2:6][OH:7]. (4) Given the reactants P(=O)(O)(O)O.C([N:10]([CH2:15][CH2:16][CH2:17][CH3:18])[CH2:11][CH2:12][CH2:13][CH3:14])CCC.Cl[C:20]1C=CC(C(OC[C@H]2O[C@H](Cl)CC2)=O)=C[CH:21]=1.[C:36](#N)[CH3:37], predict the reaction product. The product is: [CH:15]1([NH:10][CH:11]2[CH2:12][CH2:13][CH2:14][CH2:37][CH2:36]2)[CH2:16][CH2:17][CH2:18][CH2:21][CH2:20]1. (5) Given the reactants Cl[CH2:2][CH2:3][CH2:4][O:5][C:6]1[CH:7]=[C:8]([N:12]([CH3:14])[CH3:13])[CH:9]=[CH:10][CH:11]=1.[CH3:15][NH2:16], predict the reaction product. The product is: [CH3:13][N:12]([CH3:14])[C:8]1[CH:9]=[CH:10][CH:11]=[C:6]([O:5][CH2:4][CH2:3][CH2:2][NH:16][CH3:15])[CH:7]=1. (6) Given the reactants Cl[C:2]1[N:7]=[C:6]([C:8]2[N:12]3[CH:13]=[CH:14][CH:15]=[CH:16][C:11]3=[N:10][C:9]=2[C:17]2[CH:18]=[C:19]([CH:31]=[CH:32][CH:33]=2)[C:20]([NH:22][C:23]2[C:28]([F:29])=[CH:27][CH:26]=[CH:25][C:24]=2[F:30])=[O:21])[CH:5]=[CH:4][N:3]=1.[CH3:34][O:35][C:36]1[CH:41]=[C:40]([C@H:42]2[CH2:47][CH2:46][C@H:45]([N:48]3[CH2:53][CH2:52][N:51]([CH2:54][CH2:55][S:56]([CH3:59])(=[O:58])=[O:57])[CH2:50][CH2:49]3)[CH2:44][CH2:43]2)[CH:39]=[CH:38][C:37]=1[NH2:60].Cl.O1CCOCC1.C[O-].[Na+], predict the reaction product. The product is: [F:30][C:24]1[CH:25]=[CH:26][CH:27]=[C:28]([F:29])[C:23]=1[NH:22][C:20](=[O:21])[C:19]1[CH:31]=[CH:32][CH:33]=[C:17]([C:9]2[N:10]=[C:11]3[CH:16]=[CH:15][CH:14]=[CH:13][N:12]3[C:8]=2[C:6]2[CH:5]=[CH:4][N:3]=[C:2]([NH:60][C:37]3[CH:38]=[CH:39][C:40]([C@H:42]4[CH2:43][CH2:44][C@H:45]([N:48]5[CH2:49][CH2:50][N:51]([CH2:54][CH2:55][S:56]([CH3:59])(=[O:58])=[O:57])[CH2:52][CH2:53]5)[CH2:46][CH2:47]4)=[CH:41][C:36]=3[O:35][CH3:34])[N:7]=2)[CH:18]=1.